From a dataset of Full USPTO retrosynthesis dataset with 1.9M reactions from patents (1976-2016). Predict the reactants needed to synthesize the given product. Given the product [NH2:14][C:3]1[CH:4]=[C:5]([CH:8]([CH3:13])[C:9]([O:11][CH3:12])=[O:10])[CH:6]=[CH:7][C:2]=1[F:1], predict the reactants needed to synthesize it. The reactants are: [F:1][C:2]1[CH:7]=[CH:6][C:5]([CH:8]([CH3:13])[C:9]([O:11][CH3:12])=[O:10])=[CH:4][C:3]=1[N+:14]([O-])=O.